This data is from Full USPTO retrosynthesis dataset with 1.9M reactions from patents (1976-2016). The task is: Predict the reactants needed to synthesize the given product. (1) Given the product [F:1][C:2]1[CH:7]=[CH:6][C:5]([O:8][C:9](=[O:34])[N:10]([C@H:13]2[C@H:17]([C:18]3[CH:23]=[CH:22][C:21]([Cl:24])=[C:20]([F:25])[CH:19]=3)[CH2:16][N:15]([C:26]([CH:28]3[CH2:33][CH2:32][N:31]([S:44]([CH3:47])(=[O:46])=[O:45])[CH2:30][CH2:29]3)=[O:27])[CH2:14]2)[CH2:11][CH3:12])=[CH:4][CH:3]=1, predict the reactants needed to synthesize it. The reactants are: [F:1][C:2]1[CH:7]=[CH:6][C:5]([O:8][C:9](=[O:34])[N:10]([C@H:13]2[C@H:17]([C:18]3[CH:23]=[CH:22][C:21]([Cl:24])=[C:20]([F:25])[CH:19]=3)[CH2:16][N:15]([C:26]([CH:28]3[CH2:33][CH2:32][NH:31][CH2:30][CH2:29]3)=[O:27])[CH2:14]2)[CH2:11][CH3:12])=[CH:4][CH:3]=1.CCN(C(C)C)C(C)C.[S:44](Cl)([CH3:47])(=[O:46])=[O:45]. (2) Given the product [N+:3]([C:6]1[CH:14]=[CH:13][CH:12]=[C:11]2[C:7]=1[CH:8]=[CH:9][N:10]2[CH2:31][C:24]1[C:25]2[C:30](=[N:29][CH:28]=[CH:27][CH:26]=2)[NH:22][CH:23]=1)([O-:5])=[O:4], predict the reactants needed to synthesize it. The reactants are: [H-].[Na+].[N+:3]([C:6]1[CH:14]=[CH:13][CH:12]=[C:11]2[C:7]=1[CH:8]=[CH:9][NH:10]2)([O-:5])=[O:4].C(OC([N:22]1[C:30]2[C:25](=[CH:26][CH:27]=[CH:28][N:29]=2)[C:24]([CH2:31]Cl)=[CH:23]1)=O)(C)(C)C. (3) Given the product [CH3:24][O:23][C:21]1[CH:20]=[CH:19][C:3]2[NH:4][C:5]3[S:9][C:8]4[CH:10]=[CH:11][CH:12]=[CH:13][C:7]=4[C:6]=3[C:14]([N:29]3[CH2:30][CH2:31][N:26]([CH3:25])[CH2:27][CH2:28]3)=[N:1][C:2]=2[CH:22]=1, predict the reactants needed to synthesize it. The reactants are: [NH2:1][C:2]1[CH:22]=[C:21]([O:23][CH3:24])[CH:20]=[CH:19][C:3]=1[NH:4][C:5]1[S:9][C:8]2[CH:10]=[CH:11][CH:12]=[CH:13][C:7]=2[C:6]=1[C:14](OCC)=O.[CH3:25][N:26]1[CH2:31][CH2:30][NH:29][CH2:28][CH2:27]1.C1(OC)C=CC=CC=1. (4) Given the product [ClH:36].[CH3:1][O:2][C:3]1[CH:4]=[C:5]2[C:9](=[CH:10][C:11]=1[O:12][CH3:13])[CH2:8][N:7]([C:14]1[C:15]([CH3:34])=[C:16]([CH3:33])[C:17]3[O:21][C:20]([CH3:23])([CH3:22])[CH:19]([C:24]4[CH:25]=[CH:26][C:27]([CH3:30])=[CH:28][CH:29]=4)[C:18]=3[C:31]=1[CH3:32])[CH2:6]2, predict the reactants needed to synthesize it. The reactants are: [CH3:1][O:2][C:3]1[CH:4]=[C:5]2[C:9](=[CH:10][C:11]=1[O:12][CH3:13])[CH2:8][N:7]([C:14]1[C:15]([CH3:34])=[C:16]([CH3:33])[C:17]3[O:21][C:20]([CH3:23])([CH3:22])[CH:19]([C:24]4[CH:29]=[CH:28][C:27]([CH3:30])=[CH:26][CH:25]=4)[C:18]=3[C:31]=1[CH3:32])[CH2:6]2.C(Cl)(Cl)[Cl:36]. (5) Given the product [F:1][C:2]1[C:7]([O:8][CH3:9])=[CH:6][C:5]([O:10][CH3:11])=[C:4]([F:12])[C:3]=1[N:13]1[CH2:18][C:17]2[CH:19]=[N:20][C:21]3[NH:25][C:24]([CH2:26][CH2:27][C:28]4[CH:33]=[CH:32][CH:31]=[CH:30][N:29]=4)=[CH:23][C:22]=3[C:16]=2[N:15]([CH3:34])[C:14]1=[O:35], predict the reactants needed to synthesize it. The reactants are: [F:1][C:2]1[C:7]([O:8][CH3:9])=[CH:6][C:5]([O:10][CH3:11])=[C:4]([F:12])[C:3]=1[N:13]1[CH2:18][C:17]2[CH:19]=[N:20][C:21]3[NH:25][C:24](/[CH:26]=[CH:27]/[C:28]4[CH:33]=[CH:32][CH:31]=[CH:30][N:29]=4)=[CH:23][C:22]=3[C:16]=2[N:15]([CH3:34])[C:14]1=[O:35].[H][H].